From a dataset of Forward reaction prediction with 1.9M reactions from USPTO patents (1976-2016). Predict the product of the given reaction. (1) Given the reactants [F:1][C:2]1[CH:7]=[CH:6][C:5]([C:8]2[C:9]([NH2:20])=[N:10][CH:11]=[N:12][C:13]=2[N:14]2[CH2:19][CH2:18][NH:17][CH2:16][CH2:15]2)=[CH:4][CH:3]=1.[Cl:21][C:22]1[C:29]([Cl:30])=[CH:28][C:25]([CH:26]=O)=[C:24]([OH:31])[CH:23]=1.C(O)(=O)C.C(O[BH-](OC(=O)C)OC(=O)C)(=O)C.[Na+], predict the reaction product. The product is: [NH2:20][C:9]1[N:10]=[CH:11][N:12]=[C:13]([N:14]2[CH2:19][CH2:18][N:17]([CH2:26][C:25]3[CH:28]=[C:29]([Cl:30])[C:22]([Cl:21])=[CH:23][C:24]=3[OH:31])[CH2:16][CH2:15]2)[C:8]=1[C:5]1[CH:6]=[CH:7][C:2]([F:1])=[CH:3][CH:4]=1. (2) Given the reactants [F:1][C:2]1[CH:9]=[C:8]([F:10])[CH:7]=[CH:6][C:3]=1[CH:4]=O.ClC1C=[C:14](C=CC=1)[CH:15]=[O:16].[CH3:20][Si:21](N[Si:21]([CH3:23])([CH3:22])[CH3:20])([CH3:23])[CH3:22].C([Li])CCC.C[Si](Cl)(C)C.C([N:41](CC)CC)C.C(Cl)(=O)C, predict the reaction product. The product is: [F:1][C:2]1[CH:9]=[C:8]([F:10])[CH:7]=[CH:6][C:3]=1[CH:4]=[N:41][C:15]([O:14][Si:21]([CH3:23])([CH3:22])[CH3:20])=[CH2:16]. (3) The product is: [CH3:1][C:2]1[CH:3]=[C:4]([C:12]2[N:13]=[CH:14][CH:15]=[CH:16][N:17]=2)[C:5]([C:8]([O-:10])=[O:9])=[N:6][CH:7]=1.[Li+:18]. Given the reactants [CH3:1][C:2]1[CH:3]=[C:4]([C:12]2[N:17]=[CH:16][CH:15]=[CH:14][N:13]=2)[C:5]([C:8]([O:10]C)=[O:9])=[N:6][CH:7]=1.[Li+:18].[OH-].O, predict the reaction product. (4) Given the reactants [CH3:1][O:2][C:3]1[CH:4]=[C:5]([CH2:11][CH2:12][C:13]([NH2:15])=[O:14])[CH:6]=[CH:7][C:8]=1[O:9][CH3:10].[CH2:16]([SnH:20]([CH2:25][CH2:26][CH2:27][CH3:28])[CH2:21][CH2:22][CH2:23][CH3:24])[CH2:17][CH2:18][CH3:19], predict the reaction product. The product is: [CH2:25]([Sn:20]([CH2:16][CH2:17][CH2:18][CH3:19])([CH2:21][CH2:22][CH2:23][CH3:24])/[C:12](=[CH:11]/[C:5]1[CH:6]=[CH:7][C:8]([O:9][CH3:10])=[C:3]([O:2][CH3:1])[CH:4]=1)/[C:13]([NH2:15])=[O:14])[CH2:26][CH2:27][CH3:28]. (5) Given the reactants C([O:8][C:9]1[CH:17]=[CH:16][CH:15]=[C:14]2[C:10]=1[CH:11]=[C:12]([C:19]([OH:21])=O)[N:13]2[CH3:18])C1C=CC=CC=1.[CH3:22][NH:23][CH2:24][CH2:25][C:26]1[CH:31]=[CH:30][CH:29]=[CH:28][CH:27]=1, predict the reaction product. The product is: [CH3:22][N:23]([CH2:24][CH2:25][C:26]1[CH:31]=[CH:30][CH:29]=[CH:28][CH:27]=1)[C:19]([C:12]1[N:13]([CH3:18])[C:14]2[C:10]([CH:11]=1)=[C:9]([OH:8])[CH:17]=[CH:16][CH:15]=2)=[O:21]. (6) Given the reactants Cl.[NH2:2][C@H:3]1[CH2:8][CH2:7][C@H:6]([OH:9])[CH2:5][CH2:4]1.C(N1[C:19](=[O:20])[C:18]2=[CH:21][CH:22]=[CH:23][CH:24]=[C:17]2[C:16]1=[O:25])(OCC)=O.C(N(CC)CC)C, predict the reaction product. The product is: [OH:9][C@H:6]1[CH2:7][CH2:8][C@H:3]([N:2]2[C:19](=[O:20])[C:18]3[C:17](=[CH:24][CH:23]=[CH:22][CH:21]=3)[C:16]2=[O:25])[CH2:4][CH2:5]1. (7) Given the reactants C[C:2]1[CH:3]=[CH:4][CH:5]=[C:6]2[NH:12][C:11](=O)[O:10][C:8](=O)[C:7]=12.[CH3:14][C:15]1[C:20](C(Cl)=O)=[CH:19][CH:18]=[C:17]([C:24]([F:27])([F:26])[F:25])[N:16]=1.N1C=CC=C[CH:29]=1, predict the reaction product. The product is: [CH3:29][C:5]1[C:6]2[N:12]=[C:11]([C:20]3[C:15]([CH3:14])=[N:16][C:17]([C:24]([F:27])([F:25])[F:26])=[CH:18][CH:19]=3)[O:10][CH2:8][C:7]=2[CH:2]=[CH:3][CH:4]=1. (8) Given the reactants [CH2:1]([C:5]1[CH:20]=[CH:19][C:8]([CH:9]=[CH:10][C:11]2[CH:18]=[CH:17][C:14]([CH2:15]O)=[CH:13][CH:12]=2)=[CH:7][CH:6]=1)[CH:2]([CH3:4])[CH3:3].P(Br)(Br)[Br:22], predict the reaction product. The product is: [CH2:1]([C:5]1[CH:20]=[CH:19][C:8]([CH:9]=[CH:10][C:11]2[CH:18]=[CH:17][C:14]([CH2:15][Br:22])=[CH:13][CH:12]=2)=[CH:7][CH:6]=1)[CH:2]([CH3:4])[CH3:3]. (9) Given the reactants CS(O[CH2:6][C@@H:7]1[C@:16]2([CH3:17])[C@H:11]([C:12]([CH3:19])([CH3:18])[CH2:13][CH2:14][CH2:15]2)[CH2:10][CH2:9][C@:8]1([OH:21])[CH3:20])(=O)=O.[CH3:22][O:23][C:24]1[CH:25]=[C:26]([SH:30])[CH:27]=[CH:28][CH:29]=1.C(=O)([O-])[O-].[Cs+].[Cs+], predict the reaction product. The product is: [CH3:22][O:23][C:24]1[CH:25]=[C:26]([S:30][CH2:6][C@@H:7]2[C@:16]3([CH3:17])[C@H:11]([C:12]([CH3:19])([CH3:18])[CH2:13][CH2:14][CH2:15]3)[CH2:10][CH2:9][C@@:8]2([CH3:20])[OH:21])[CH:27]=[CH:28][CH:29]=1. (10) The product is: [CH3:17][CH:16]([CH3:18])[CH2:15][CH2:14][N:8]1[C:9]2[C:5](=[C:4]([N+:1]([O-:3])=[O:2])[CH:12]=[CH:11][CH:10]=2)[CH:6]=[N:7]1. Given the reactants [N+:1]([C:4]1[CH:12]=[CH:11][CH:10]=[C:9]2[C:5]=1[CH:6]=[N:7][NH:8]2)([O-:3])=[O:2].I[CH2:14][CH2:15][CH:16]([CH3:18])[CH3:17].C(N1C2C(=C([N+]([O-])=O)C=CC=2)C=N1)C, predict the reaction product.